This data is from Reaction yield outcomes from USPTO patents with 853,638 reactions. The task is: Predict the reaction yield, written as a fraction of the theoretical maximum amount of product (1.0 means a 100% yield; for example, 0.34 means a 34% yield). The reactants are [CH:1]1([C:4]2[CH:12]=[N:11][CH:10]=[C:9]([F:13])[C:5]=2[C:6]([OH:8])=O)[CH2:3][CH2:2]1.CN(C(ON1N=NC2C=CC=NC1=2)=[N+](C)C)C.F[P-](F)(F)(F)(F)F.CCN(C(C)C)C(C)C.Cl.[Cl:48][C:49]1[CH:50]=[C:51]([CH:55]=[CH:56][N:57]=1)[C:52]([NH2:54])=[NH:53]. The catalyst is CN(C=O)C. The product is [Cl:48][C:49]1[CH:50]=[C:51]([C:52](=[NH:53])[NH:54][C:6](=[O:8])[C:5]2[C:9]([F:13])=[CH:10][N:11]=[CH:12][C:4]=2[CH:1]2[CH2:2][CH2:3]2)[CH:55]=[CH:56][N:57]=1. The yield is 0.750.